The task is: Predict the reaction yield, written as a fraction of the theoretical maximum amount of product (1.0 means a 100% yield; for example, 0.34 means a 34% yield).. This data is from Reaction yield outcomes from USPTO patents with 853,638 reactions. (1) The reactants are C(N(CC)CC)C.[NH2:8][CH2:9][C@@H:10]([OH:13])[CH2:11][OH:12].[Cl:14][CH2:15][C:16](Cl)=[O:17]. The catalyst is CC#N.CO. The product is [Cl:14][CH2:15][C:16]([NH:8][CH2:9][C@@H:10]([OH:13])[CH2:11][OH:12])=[O:17]. The yield is 0.780. (2) The reactants are B1([O-])OO1.[OH2:5].[OH2:6].O.O.[Na+].[NH2:10][C:11]1[C:12]([N+:21]([O-])=O)=[C:13]([C:17]([F:20])([F:19])[F:18])[CH:14]=[CH:15][CH:16]=1.[C:24]([OH:27])(=O)[CH3:25]. The catalyst is C(O)C. The product is [N+:10]([C:11]1[CH:16]=[CH:15][CH:14]=[C:13]([C:17]([F:20])([F:19])[F:18])[C:12]=1[NH:21][CH2:25][CH2:24][OH:27])([O-:6])=[O:5]. The yield is 0.290. (3) The reactants are [Br:1][C:2]1[N:3]([C:8]2[C:17]3[C:12](=[CH:13][CH:14]=[CH:15][CH:16]=3)[C:11]([CH:18]3[CH2:20][CH2:19]3)=[CH:10][CH:9]=2)[C:4]([SH:7])=[N:5][N:6]=1.Br[C:22]([CH3:29])([CH3:28])[C:23]([O:25][CH2:26][CH3:27])=[O:24].C(N(C(C)C)CC)(C)C. The catalyst is CN(C=O)C. The product is [Br:1][C:2]1[N:3]([C:8]2[C:17]3[C:12](=[CH:13][CH:14]=[CH:15][CH:16]=3)[C:11]([CH:18]3[CH2:20][CH2:19]3)=[CH:10][CH:9]=2)[C:4]([S:7][C:22]([CH3:29])([CH3:28])[C:23]([O:25][CH2:26][CH3:27])=[O:24])=[N:5][N:6]=1. The yield is 0.910. (4) The reactants are [I-].C[S+](C)(C)=O.[CH3:7]C([O-])(C)C.[K+].[CH3:13][O:14][C:15]1[CH:20]=[CH:19][CH:18]=[C:17]([O:21][CH3:22])[C:16]=1[C:23](=[CH2:29])[C:24]([O:26][CH2:27][CH3:28])=[O:25].O. The catalyst is CS(C)=O. The product is [CH3:22][O:21][C:17]1[CH:18]=[CH:19][CH:20]=[C:15]([O:14][CH3:13])[C:16]=1[C:23]1([C:24]([O:26][CH2:27][CH3:28])=[O:25])[CH2:7][CH2:29]1. The yield is 0.700. (5) The reactants are [CH2:1]([O:5][C:6]1[CH:11]=[CH:10][C:9]([S:12](Cl)(=[O:14])=[O:13])=[CH:8][CH:7]=1)[CH:2]([CH3:4])[CH3:3].[CH3:16][C:17]1[CH:21]=[C:20]([NH2:22])[N:19]([C:23]2[CH:32]=[CH:31][CH:30]=[C:29]3[C:24]=2[CH:25]=[CH:26][CH:27]=[N:28]3)[N:18]=1.C(=O)(O)[O-].[Na+]. The catalyst is CN(C)C1C=CN=CC=1.N1C=CC=CC=1. The product is [CH2:1]([O:5][C:6]1[CH:11]=[CH:10][C:9]([S:12]([NH:22][C:20]2[N:19]([C:23]3[CH:32]=[CH:31][CH:30]=[C:29]4[C:24]=3[CH:25]=[CH:26][CH:27]=[N:28]4)[N:18]=[C:17]([CH3:16])[CH:21]=2)(=[O:14])=[O:13])=[CH:8][CH:7]=1)[CH:2]([CH3:4])[CH3:3]. The yield is 0.430. (6) The reactants are Cl.[Br:2][C:3]1[CH:4]=[CH:5][C:6]([S:11]([CH2:14][CH3:15])(=[O:13])=[O:12])=[C:7]([CH2:9][NH2:10])[CH:8]=1.[NH2:16][C:17]1[CH:25]=[CH:24][C:23]([C:26]([F:29])([F:28])[F:27])=[CH:22][C:18]=1[C:19](O)=[O:20].CN(C(ON1N=NC2C=CC=CC1=2)=[N+](C)C)C.F[P-](F)(F)(F)(F)F.CCN(C(C)C)C(C)C. The catalyst is C(Cl)Cl.C(OCC)(=O)C.O. The product is [NH2:16][C:17]1[CH:25]=[CH:24][C:23]([C:26]([F:27])([F:28])[F:29])=[CH:22][C:18]=1[C:19]([NH:10][CH2:9][C:7]1[CH:8]=[C:3]([Br:2])[CH:4]=[CH:5][C:6]=1[S:11]([CH2:14][CH3:15])(=[O:13])=[O:12])=[O:20]. The yield is 0.830. (7) The reactants are [CH:1]1([CH2:4][NH:5][N:6]2[C:15]3[C:10](=[CH:11][CH:12]=[CH:13][CH:14]=3)[C:9]([OH:16])=[C:8]([C:17]3[NH:22][C:21]4[CH:23]=[CH:24][C:25]([OH:27])=[CH:26][C:20]=4[S:19](=[O:29])(=[O:28])[N:18]=3)[C:7]2=[O:30])[CH2:3][CH2:2]1.Br[CH2:32][C:33]#[N:34].C(=O)([O-])[O-].[K+].[K+]. The catalyst is CN(C)C=O.[I-].C([N+](CCCC)(CCCC)CCCC)CCC. The product is [CH:1]1([CH2:4][NH:5][N:6]2[C:15]3[C:10](=[CH:11][CH:12]=[CH:13][CH:14]=3)[C:9]([OH:16])=[C:8]([C:17]3[NH:22][C:21]4[CH:23]=[CH:24][C:25]([O:27][CH2:32][C:33]#[N:34])=[CH:26][C:20]=4[S:19](=[O:28])(=[O:29])[N:18]=3)[C:7]2=[O:30])[CH2:2][CH2:3]1. The yield is 0.950. (8) The reactants are [Br:1][C:2]1[C:3]([C:9]#[N:10])=[N:4][CH:5]=[C:6](Br)[CH:7]=1.[Cl-].[F:12][C:13]1[CH:20]=[CH:19][C:16]([CH2:17][Zn+])=[CH:15][CH:14]=1. The catalyst is O1CCCC1.O.C(OCC)(=O)C.Cl.C1(P(C2C=CC=CC=2)C2C=CC=CC=2)C=CC=CC=1.C1(P(C2C=CC=CC=2)C2C=CC=CC=2)C=CC=CC=1.C1(P(C2C=CC=CC=2)C2C=CC=CC=2)C=CC=CC=1.C1(P(C2C=CC=CC=2)C2C=CC=CC=2)C=CC=CC=1.[Pd]. The product is [Br:1][C:2]1[C:3]([C:9]#[N:10])=[N:4][CH:5]=[C:6]([CH2:17][C:16]2[CH:19]=[CH:20][C:13]([F:12])=[CH:14][CH:15]=2)[CH:7]=1. The yield is 0.570.